Dataset: Forward reaction prediction with 1.9M reactions from USPTO patents (1976-2016). Task: Predict the product of the given reaction. (1) Given the reactants [CH3:1][C:2]1([CH3:36])[N:6]([C:7]2[S:8][C:9]3[CH2:15][CH2:14][O:13][C:12]4[CH:16]=[C:17]([C:20]5[CH2:25][CH2:24][N:23]([C:26]([O:28][C:29]([CH3:32])([CH3:31])[CH3:30])=[O:27])[CH2:22][CH:21]=5)[CH:18]=[CH:19][C:11]=4[C:10]=3[N:33]=2)[C:5](=[O:34])[NH:4][C:3]1=[O:35], predict the reaction product. The product is: [CH3:1][C:2]1([CH3:36])[N:6]([C:7]2[S:8][C:9]3[CH2:15][CH2:14][O:13][C:12]4[CH:16]=[C:17]([CH:20]5[CH2:21][CH2:22][N:23]([C:26]([O:28][C:29]([CH3:30])([CH3:31])[CH3:32])=[O:27])[CH2:24][CH2:25]5)[CH:18]=[CH:19][C:11]=4[C:10]=3[N:33]=2)[C:5](=[O:34])[NH:4][C:3]1=[O:35]. (2) Given the reactants [Br:1][C:2]1[N:3]=[C:4]([N:8]([CH2:18][C:19]2[CH:24]=[C:23](OCC)[CH:22]=[C:21](OC(C)C)[C:20]=2[F:32])[C:9]2[CH:17]=[CH:16][C:12]([C:13](N)=[NH:14])=[CH:11][CH:10]=2)[N:5]([CH3:7])[CH:6]=1.[CH2:33](C1C=CC(F)=C(C=1)C=CC1C=CC(C#N)=CC=1)[CH3:34].BrC1N=CN(C)C=1, predict the reaction product. The product is: [Br:1][C:2]1[N:3]=[C:4]([N:8]([CH2:18][C:19]2[CH:24]=[C:23]([CH2:33][CH3:34])[CH:22]=[CH:21][C:20]=2[F:32])[C:9]2[CH:17]=[CH:16][C:12]([C:13]#[N:14])=[CH:11][CH:10]=2)[N:5]([CH3:7])[CH:6]=1.